From a dataset of NCI-60 drug combinations with 297,098 pairs across 59 cell lines. Regression. Given two drug SMILES strings and cell line genomic features, predict the synergy score measuring deviation from expected non-interaction effect. (1) Drug 1: CC1OCC2C(O1)C(C(C(O2)OC3C4COC(=O)C4C(C5=CC6=C(C=C35)OCO6)C7=CC(=C(C(=C7)OC)O)OC)O)O. Drug 2: CC1C(C(CC(O1)OC2CC(CC3=C2C(=C4C(=C3O)C(=O)C5=C(C4=O)C(=CC=C5)OC)O)(C(=O)CO)O)N)O.Cl. Cell line: HCT116. Synergy scores: CSS=42.2, Synergy_ZIP=-2.50, Synergy_Bliss=-4.16, Synergy_Loewe=1.61, Synergy_HSA=2.06. (2) Drug 1: CC12CCC(CC1=CCC3C2CCC4(C3CC=C4C5=CN=CC=C5)C)O. Drug 2: C1CCC(C1)C(CC#N)N2C=C(C=N2)C3=C4C=CNC4=NC=N3. Cell line: HOP-92. Synergy scores: CSS=8.36, Synergy_ZIP=-0.748, Synergy_Bliss=0.372, Synergy_Loewe=0.980, Synergy_HSA=0.420. (3) Drug 1: CC=C1C(=O)NC(C(=O)OC2CC(=O)NC(C(=O)NC(CSSCCC=C2)C(=O)N1)C(C)C)C(C)C. Drug 2: C1=CC=C(C(=C1)C(C2=CC=C(C=C2)Cl)C(Cl)Cl)Cl. Cell line: OVCAR-4. Synergy scores: CSS=31.6, Synergy_ZIP=-6.85, Synergy_Bliss=-4.61, Synergy_Loewe=-1.67, Synergy_HSA=-1.59. (4) Drug 1: CC1C(C(=O)NC(C(=O)N2CCCC2C(=O)N(CC(=O)N(C(C(=O)O1)C(C)C)C)C)C(C)C)NC(=O)C3=C4C(=C(C=C3)C)OC5=C(C(=O)C(=C(C5=N4)C(=O)NC6C(OC(=O)C(N(C(=O)CN(C(=O)C7CCCN7C(=O)C(NC6=O)C(C)C)C)C)C(C)C)C)N)C. Drug 2: CC1C(C(CC(O1)OC2CC(CC3=C2C(=C4C(=C3O)C(=O)C5=CC=CC=C5C4=O)O)(C(=O)C)O)N)O. Cell line: HL-60(TB). Synergy scores: CSS=27.4, Synergy_ZIP=-2.79, Synergy_Bliss=-5.55, Synergy_Loewe=-9.73, Synergy_HSA=-5.02.